Task: Predict the reactants needed to synthesize the given product.. Dataset: Full USPTO retrosynthesis dataset with 1.9M reactions from patents (1976-2016) (1) Given the product [CH:19]1[C:14]2[CH2:13][C@H:12]3[N:2]([CH2:1][CH:26]4[CH2:27][CH2:28]4)[CH2:3][CH2:4][C@:5]45[C@H:6]([C:7]([CH2:9][CH2:10][C@@:11]34[OH:22])=[O:8])[O:21][C:16]([C:15]=25)=[C:17]([OH:20])[CH:18]=1, predict the reactants needed to synthesize it. The reactants are: [CH3:1][N:2]1[C@@H:12]2[CH2:13][C:14]3[CH:19]=[CH:18][C:17]([OH:20])=[C:16]4[O:21][C@H:6]5[C:7]([CH:9]=[CH:10][C@:11]2([OH:22])[C@:5]5([C:15]=34)[CH2:4][CH2:3]1)=[O:8].CN1[CH2:28][CH2:27][CH2:26]C1=O.BrCC1CC1. (2) The reactants are: O[CH2:2][C@@H:3]1[CH2:7][CH2:6][CH2:5][N:4]1[C:8]([C:10]1[CH:15]=[CH:14][C:13]([C:16]2[CH:21]=[CH:20][C:19]([C:22]([F:25])([F:24])[F:23])=[CH:18][CH:17]=2)=[CH:12][CH:11]=1)=[O:9].[CH3:26][C@H:27]1[CH2:31][CH2:30][C@H:29]([CH3:32])[NH:28]1. Given the product [CH3:26][C@H:27]1[CH2:31][CH2:30][C@H:29]([CH3:32])[N:28]1[CH2:2][CH:3]1[CH2:7][CH2:6][CH2:5][N:4]1[C:8]([C:10]1[CH:15]=[CH:14][C:13]([C:16]2[CH:21]=[CH:20][C:19]([C:22]([F:25])([F:24])[F:23])=[CH:18][CH:17]=2)=[CH:12][CH:11]=1)=[O:9], predict the reactants needed to synthesize it. (3) Given the product [CH2:31]([O:30][C:19]1[C:18]2[C:16](=[O:17])[N:7]([CH2:6][C:5]3[CH:38]=[CH:39][C:2]([F:1])=[CH:3][CH:4]=3)[N:8]=[C:9]([OH:11])[C:28]=2[N:21]2[CH2:22][CH2:23][N:24]([CH3:27])[C:25](=[O:26])[C:20]=12)[C:32]1[CH:33]=[CH:34][CH:35]=[CH:36][CH:37]=1, predict the reactants needed to synthesize it. The reactants are: [F:1][C:2]1[CH:39]=[CH:38][C:5]([CH2:6][N:7]([C:16]([C:18]2[C:19]([O:30][CH2:31][C:32]3[CH:37]=[CH:36][CH:35]=[CH:34][CH:33]=3)=[C:20]3[C:25](=[O:26])[N:24]([CH3:27])[CH2:23][CH2:22][N:21]3[C:28]=2Br)=[O:17])[NH:8][C:9]([O:11]C(C)(C)C)=O)=[CH:4][CH:3]=1.Cl.C(=O)(O)[O-].[Na+].C(OC1C(C(N(CC2C=CC(F)=CC=2)N)=O)=C(Br)N2CCN(C)C(=O)C=12)C1C=CC=CC=1.C1(C(N)C2CCCCC2)CCCCC1.